This data is from Reaction yield outcomes from USPTO patents with 853,638 reactions. The task is: Predict the reaction yield, written as a fraction of the theoretical maximum amount of product (1.0 means a 100% yield; for example, 0.34 means a 34% yield). (1) The reactants are [F:1][C:2]([F:11])([F:10])[C:3]1[CH:9]=[CH:8][CH:7]=[CH:6][C:4]=1[NH2:5].S(S([O-])=O)([O-])=O.[Na+].[Na+].C(=O)([O-])O.[Na+].[F:25][C:26]([F:35])([F:34])[C:27](I)([F:32])[C:28]([F:31])([F:30])[F:29]. The catalyst is S([O-])(O)(=O)=O.C([N+](CCCC)(CCCC)CCCC)CCC.O.C(OCC)(=O)C. The product is [F:25][C:26]([F:35])([F:34])[C:27]([F:32])([C:8]1[CH:7]=[CH:6][C:4]([NH2:5])=[C:3]([C:2]([F:10])([F:11])[F:1])[CH:9]=1)[C:28]([F:31])([F:30])[F:29]. The yield is 0.300. (2) The reactants are [Si:1]([O:8][C@H:9]([C@@H:18]([O:30][Si:31]([C:34]([CH3:37])([CH3:36])[CH3:35])([CH3:33])[CH3:32])[CH2:19][C@@H:20]([O:22][Si:23]([C:26]([CH3:29])([CH3:28])[CH3:27])([CH3:25])[CH3:24])[CH3:21])/[CH:10]=[C:11](\[CH3:17])/[C:12](OCC)=[O:13])([C:4]([CH3:7])([CH3:6])[CH3:5])([CH3:3])[CH3:2].CC(C[AlH]CC(C)C)C. The catalyst is ClCCl. The product is [Si:1]([O:8][C@H:9]([C@@H:18]([O:30][Si:31]([C:34]([CH3:35])([CH3:37])[CH3:36])([CH3:32])[CH3:33])[CH2:19][C@@H:20]([O:22][Si:23]([C:26]([CH3:29])([CH3:28])[CH3:27])([CH3:24])[CH3:25])[CH3:21])/[CH:10]=[C:11](\[CH3:17])/[CH2:12][OH:13])([C:4]([CH3:7])([CH3:6])[CH3:5])([CH3:3])[CH3:2]. The yield is 0.970. (3) The yield is 0.380. The catalyst is CO.C(OCC)(=O)C. The product is [NH2:1][C:4]1[C:5]([CH3:11])=[N:6][CH:7]=[C:8]([CH3:10])[N:9]=1. The reactants are [N:1]([C:4]1[C:5]([CH3:11])=[N:6][CH:7]=[C:8]([CH3:10])[N:9]=1)=[N+]=[N-].Cl.[Sn](Cl)(Cl)(Cl)Cl. (4) The yield is 0.900. The catalyst is CN(C=O)C. The product is [CH2:16]([O:18][C:19](=[O:31])[CH2:20][C@H:21]1[C:29]2[C:24](=[CH:25][C:26]([O:30][CH2:2][CH2:3][CH2:4][O:5][C:6]3[CH:15]=[CH:14][C:9]4[C:10]([CH3:13])=[CH:11][O:12][C:8]=4[CH:7]=3)=[CH:27][CH:28]=2)[CH2:23][CH2:22]1)[CH3:17]. The reactants are Br[CH2:2][CH2:3][CH2:4][O:5][C:6]1[CH:15]=[CH:14][C:9]2[C:10]([CH3:13])=[CH:11][O:12][C:8]=2[CH:7]=1.[CH2:16]([O:18][C:19](=[O:31])[CH2:20][C@H:21]1[C:29]2[C:24](=[CH:25][C:26]([OH:30])=[CH:27][CH:28]=2)[CH2:23][CH2:22]1)[CH3:17].O.C([O-])([O-])=O.[Cs+].[Cs+]. (5) The reactants are [N:1]1([CH:6]2[CH2:15][CH2:14][C:13]([CH3:17])([CH3:16])[C:12]3[CH:11]=[C:10]([C:18]#[C:19][C:20]4[CH:25]=[CH:24][C:23]([CH2:26][C:27]([O:29]C)=[O:28])=[CH:22][CH:21]=4)[CH:9]=[CH:8][C:7]2=3)[CH:5]=[CH:4][N:3]=[CH:2]1.[OH-].[Na+]. The catalyst is C(O)C. The product is [N:1]1([CH:6]2[CH2:15][CH2:14][C:13]([CH3:17])([CH3:16])[C:12]3[CH:11]=[C:10]([C:18]#[C:19][C:20]4[CH:21]=[CH:22][C:23]([CH2:26][C:27]([OH:29])=[O:28])=[CH:24][CH:25]=4)[CH:9]=[CH:8][C:7]2=3)[CH:5]=[CH:4][N:3]=[CH:2]1. The yield is 0.830. (6) The reactants are C[O:2][C:3]1[N:8]=[C:7]([C@H:9]2[CH2:13][CH2:12][CH2:11][N:10]2[C:14]2[CH:19]=[CH:18][N:17]3[N:20]=[CH:21][C:22]([C:23]([O:25][CH2:26][CH3:27])=[O:24])=[C:16]3[N:15]=2)[CH:6]=[CH:5][CH:4]=1.C(O)(=O)C.Br. The catalyst is CCOC(C)=O. The product is [O:2]=[C:3]1[NH:8][C:7]([C@H:9]2[CH2:13][CH2:12][CH2:11][N:10]2[C:14]2[CH:19]=[CH:18][N:17]3[N:20]=[CH:21][C:22]([C:23]([O:25][CH2:26][CH3:27])=[O:24])=[C:16]3[N:15]=2)=[CH:6][CH:5]=[CH:4]1. The yield is 0.670. (7) The reactants are [C:1](N1C=CN=C1)(N1C=CN=C1)=[O:2].[CH2:13]([O:20][NH:21][CH2:22][CH2:23][CH2:24][CH2:25][CH2:26][CH2:27][N:28]1[C:34](=[O:35])[C:33]2[CH:36]=[CH:37][CH:38]=[CH:39][C:32]=2[O:31][C:30]2[CH:40]=[CH:41][CH:42]=[CH:43][C:29]1=2)[C:14]1[CH:19]=[CH:18][CH:17]=[CH:16][CH:15]=1.C(O)=O. The catalyst is C1COCC1.C(OCC)(=O)C. The product is [CH2:13]([O:20][N:21]([CH2:22][CH2:23][CH2:24][CH2:25][CH2:26][CH2:27][N:28]1[C:34](=[O:35])[C:33]2[CH:36]=[CH:37][CH:38]=[CH:39][C:32]=2[O:31][C:30]2[CH:40]=[CH:41][CH:42]=[CH:43][C:29]1=2)[CH:1]=[O:2])[C:14]1[CH:19]=[CH:18][CH:17]=[CH:16][CH:15]=1. The yield is 0.500.